Dataset: Forward reaction prediction with 1.9M reactions from USPTO patents (1976-2016). Task: Predict the product of the given reaction. (1) Given the reactants B([O-])([O-])O[C:3]1[CH:8]=C[CH:6]=[C:5]([CH3:9])[CH:4]=1.Cl[C:13]1[CH:22]=[C:21]([CH3:23])[C:20]2[C:15](=[CH:16][CH:17]=[CH:18][CH:19]=2)[N:14]=1.[C:24](=O)([O-])[O-].[K+].[K+], predict the reaction product. The product is: [CH3:9][C:5]1[CH:6]=[C:16]([C:15]2[C:20]3[C:21](=[CH:23][CH:17]=[CH:18][CH:19]=3)[C:22]([CH3:24])=[CH:13][N:14]=2)[CH:8]=[CH:3][CH:4]=1. (2) Given the reactants [Br:1][C:2]1[CH:11]=[CH:10][CH:9]=[C:8]2[C:3]=1[CH2:4][CH2:5][CH2:6][N:7]2[C:12](Cl)=[O:13].[CH3:15][C:16]1[C:25]([CH3:26])=[CH:24][CH:23]=[CH:22][C:17]=1[O:18][CH2:19][CH2:20][OH:21].CC(C)([O-])C.[K+], predict the reaction product. The product is: [Br:1][C:2]1[CH:11]=[CH:10][CH:9]=[C:8]2[C:3]=1[CH2:4][CH2:5][CH2:6][N:7]2[C:12]([O:21][CH2:20][CH2:19][O:18][C:17]1[CH:22]=[CH:23][CH:24]=[C:25]([CH3:26])[C:16]=1[CH3:15])=[O:13]. (3) Given the reactants [C:1]([C:5]1[CH:10]=[CH:9][CH:8]=[CH:7][C:6]=1[N:11]1[CH2:16][CH2:15][N:14]([C:17](=[O:29])[C:18]([N:20]2[CH2:24][CH2:23][CH:22]([C:25]([O:27]C)=[O:26])[CH2:21]2)=[O:19])[CH2:13][CH2:12]1)([CH3:4])([CH3:3])[CH3:2].[Li+].[OH-].Cl, predict the reaction product. The product is: [C:1]([C:5]1[CH:10]=[CH:9][CH:8]=[CH:7][C:6]=1[N:11]1[CH2:16][CH2:15][N:14]([C:17](=[O:29])[C:18]([N:20]2[CH2:24][CH2:23][CH:22]([C:25]([OH:27])=[O:26])[CH2:21]2)=[O:19])[CH2:13][CH2:12]1)([CH3:4])([CH3:2])[CH3:3]. (4) Given the reactants CS(O[CH2:6][C@H:7]1[N:17]2[C:18]3[N:9]([C:10](=[O:21])[CH2:11][CH:12]([CH3:20])[C:13]=3[CH:14]=[CH:15][C:16]2=[O:19])[CH2:8]1)(=O)=O.N1C=CC=CC=1.[NH:28]1[CH2:33][CH2:32][CH:31]([NH:34][C:35](=[O:41])[O:36][C:37]([CH3:40])([CH3:39])[CH3:38])[CH2:30][CH2:29]1, predict the reaction product. The product is: [CH3:20][CH:12]1[CH2:11][C:10](=[O:21])[N:9]2[CH2:8][C@@H:7]([CH2:6][N:28]3[CH2:29][CH2:30][CH:31]([NH:34][C:35](=[O:41])[O:36][C:37]([CH3:39])([CH3:38])[CH3:40])[CH2:32][CH2:33]3)[N:17]3[C:18]2=[C:13]1[CH:14]=[CH:15][C:16]3=[O:19]. (5) Given the reactants [N:1]1([C:7]2[CH:8]=[C:9]([OH:13])[CH:10]=[CH:11][CH:12]=2)[CH2:6][CH2:5][O:4][CH2:3][CH2:2]1.[C:14]([O-])([O-])=O.[K+].[K+].IC, predict the reaction product. The product is: [CH3:14][O:13][C:9]1[CH:8]=[C:7]([N:1]2[CH2:2][CH2:3][O:4][CH2:5][CH2:6]2)[CH:12]=[CH:11][CH:10]=1. (6) Given the reactants NC1C(N[C@@H]2CC[C@H](C(NC(C)C)=O)CC2)=CC(OCCN2CCCCC2)=NC=1.[OH:30][C:31]([CH:34]1[CH2:39][CH2:38][N:37]([C:40]2[CH:45]=[C:44]([NH:46][C@@H:47]3[CH2:52][CH2:51][C@H:50]([C:53]([NH:55][CH:56]([CH3:58])[CH3:57])=[O:54])[CH2:49][CH2:48]3)[C:43]([N+:59]([O-])=O)=[CH:42][N:41]=2)[CH2:36][CH2:35]1)([CH3:33])[CH3:32], predict the reaction product. The product is: [NH2:59][C:43]1[C:44]([NH:46][C@@H:47]2[CH2:52][CH2:51][C@H:50]([C:53]([NH:55][CH:56]([CH3:58])[CH3:57])=[O:54])[CH2:49][CH2:48]2)=[CH:45][C:40]([N:37]2[CH2:36][CH2:35][CH:34]([C:31]([OH:30])([CH3:33])[CH3:32])[CH2:39][CH2:38]2)=[N:41][CH:42]=1.